Dataset: Reaction yield outcomes from USPTO patents with 853,638 reactions. Task: Predict the reaction yield, written as a fraction of the theoretical maximum amount of product (1.0 means a 100% yield; for example, 0.34 means a 34% yield). (1) The reactants are [F:1][C:2]1[CH:37]=[C:36]([N+:38]([O-])=O)[CH:35]=[CH:34][C:3]=1[O:4][C:5]1[CH:10]=[CH:9][N:8]=[C:7]2[CH:11]=[C:12]([C:14]3[CH:15]=[C:16]([CH:31]=[CH:32][CH:33]=3)[CH2:17][CH2:18][N:19]([CH2:27][CH2:28][O:29][CH3:30])[C:20](=[O:26])[O:21][C:22]([CH3:25])([CH3:24])[CH3:23])[S:13][C:6]=12.[Cl-].[NH4+]. The catalyst is CO.O.[Zn]. The product is [NH2:38][C:36]1[CH:35]=[CH:34][C:3]([O:4][C:5]2[CH:10]=[CH:9][N:8]=[C:7]3[CH:11]=[C:12]([C:14]4[CH:15]=[C:16]([CH:31]=[CH:32][CH:33]=4)[CH2:17][CH2:18][N:19]([CH2:27][CH2:28][O:29][CH3:30])[C:20](=[O:26])[O:21][C:22]([CH3:25])([CH3:23])[CH3:24])[S:13][C:6]=23)=[C:2]([F:1])[CH:37]=1. The yield is 0.880. (2) The catalyst is C(Cl)Cl. The product is [S:57]1[CH:58]=[CH:59][N:60]=[C:56]1[NH:55][C:36](=[O:38])/[C:35](/[C:39]1[CH:44]=[CH:43][C:42]([N:45]2[C:49]([CH3:50])=[N:48][N:47]=[N:46]2)=[C:41]([C:51]([F:54])([F:52])[F:53])[CH:40]=1)=[CH:34]/[CH2:33][CH:28]1[CH2:29][CH2:30][CH2:31][CH2:32]1. The yield is 0.130. The reactants are C1(P(C2C=CC=CC=2)C2C=CC=CC=2)C=CC=CC=1.BrN1C(=O)CCC1=O.[CH:28]1([CH2:33]/[CH:34]=[C:35](\[C:39]2[CH:44]=[CH:43][C:42]([N:45]3[C:49]([CH3:50])=[N:48][N:47]=[N:46]3)=[C:41]([C:51]([F:54])([F:53])[F:52])[CH:40]=2)/[C:36]([OH:38])=O)[CH2:32][CH2:31][CH2:30][CH2:29]1.[NH2:55][C:56]1[S:57][CH:58]=[CH:59][N:60]=1.